The task is: Predict the product of the given reaction.. This data is from Forward reaction prediction with 1.9M reactions from USPTO patents (1976-2016). (1) Given the reactants C(OC([NH:8][C@H:9]1[CH2:27][C:26]2[CH:28]=[C:22]([CH:23]=[CH:24][C:25]=2[OH:29])[C:21]2=[CH:30][C:17](=[C:18]([OH:31])[CH:19]=[CH:20]2)[CH2:16][C@@H:15]([C:32]([NH:34][CH2:35][CH:36]2[CH2:41][CH2:40][N:39](C(OC(C)(C)C)=O)[CH2:38][CH2:37]2)=[O:33])[NH:14][C:13](=[O:49])[C@H:12]([CH2:50][CH2:51][CH2:52][NH:53]C(OC(C)(C)C)=O)[NH:11][C:10]1=[O:61])=O)(C)(C)C.[ClH:62].O1CCOCC1, predict the reaction product. The product is: [ClH:62].[ClH:62].[ClH:62].[NH2:8][C@H:9]1[CH2:27][C:26]2[CH:28]=[C:22]([CH:23]=[CH:24][C:25]=2[OH:29])[C:21]2=[CH:30][C:17](=[C:18]([OH:31])[CH:19]=[CH:20]2)[CH2:16][C@@H:15]([C:32]([NH:34][CH2:35][CH:36]2[CH2:37][CH2:38][NH:39][CH2:40][CH2:41]2)=[O:33])[NH:14][C:13](=[O:49])[C@H:12]([CH2:50][CH2:51][CH2:52][NH2:53])[NH:11][C:10]1=[O:61]. (2) Given the reactants [CH2:1]([N:3]([CH2:22][CH3:23])[C:4](=[O:21])[CH2:5][N:6]1[C:11](=[O:12])[C:10]2[C:13]([CH3:20])=[C:14]([C:16]([O:18]C)=[O:17])[S:15][C:9]=2[N:8]=[CH:7]1)[CH3:2].O.O.[OH-].[Li+], predict the reaction product. The product is: [CH2:22]([N:3]([CH2:1][CH3:2])[C:4](=[O:21])[CH2:5][N:6]1[C:11](=[O:12])[C:10]2[C:13]([CH3:20])=[C:14]([C:16]([OH:18])=[O:17])[S:15][C:9]=2[N:8]=[CH:7]1)[CH3:23]. (3) Given the reactants [CH2:1]([CH:3]1[NH:8][C:7]2[CH:9]=[CH:10][C:11]([N+:13]([O-:15])=[O:14])=[CH:12][C:6]=2[O:5][CH2:4]1)[CH3:2].[CH:16](=O)[CH3:17].[BH3-]C#N.[Na+], predict the reaction product. The product is: [CH2:1]([CH:3]1[N:8]([CH2:16][CH3:17])[C:7]2[CH:9]=[CH:10][C:11]([N+:13]([O-:15])=[O:14])=[CH:12][C:6]=2[O:5][CH2:4]1)[CH3:2]. (4) Given the reactants Cl.[F:2][C:3]1[CH:8]=[CH:7][C:6]([NH:9][NH2:10])=[C:5]([CH3:11])[CH:4]=1.[Br:12][C:13]1[C:18]2[O:19][CH2:20][C:21](=[O:23])[NH:22][C:17]=2[CH:16]=[C:15]([C:24](=O)[CH2:25][C:26](=O)[C:27]([F:30])([F:29])[F:28])[CH:14]=1, predict the reaction product. The product is: [Br:12][C:13]1[C:18]2[O:19][CH2:20][C:21](=[O:23])[NH:22][C:17]=2[CH:16]=[C:15]([C:24]2[N:9]([C:6]3[CH:7]=[CH:8][C:3]([F:2])=[CH:4][C:5]=3[CH3:11])[N:10]=[C:26]([C:27]([F:30])([F:29])[F:28])[CH:25]=2)[CH:14]=1. (5) The product is: [CH2:11]([O:10][C:7]1[CH:6]=[C:3]([CH:4]=[O:5])[C:2]([C:46]2[CH:45]=[CH:44][C:43]([F:42])=[C:48]([F:49])[C:47]=2[F:50])=[CH:9][CH:8]=1)[CH3:12]. Given the reactants Br[C:2]1[CH:9]=[CH:8][C:7]([O:10][CH2:11][CH3:12])=[CH:6][C:3]=1[CH:4]=[O:5].C1(P(C2CCCCC2)C2C=CC=CC=2C2C(OC)=CC=CC=2OC)CCCCC1.[F:42][C:43]1[C:48]([F:49])=[C:47]([F:50])[CH:46]=[CH:45][C:44]=1B(O)O, predict the reaction product.